From a dataset of Full USPTO retrosynthesis dataset with 1.9M reactions from patents (1976-2016). Predict the reactants needed to synthesize the given product. (1) Given the product [CH3:1][C:2]1[C:10]2[CH2:9][O:8][C:7](=[O:11])[C:6]=2[C:5]([CH3:12])=[CH:4][C:3]=1[CH:13]1[CH2:14][O:23]1, predict the reactants needed to synthesize it. The reactants are: [CH3:1][C:2]1[C:10]2[CH2:9][O:8][C:7](=[O:11])[C:6]=2[C:5]([CH3:12])=[CH:4][C:3]=1[CH:13]=[CH2:14].C1C=C(Cl)C=C(C(OO)=[O:23])C=1. (2) The reactants are: C(C1C=CC(C#C)=CC=1OC1C=CC(C)=CC=1)(C)(C)C.[C:21]([C:25]1[CH:30]=[CH:29][C:28]([C:31]#[C:32][Si](C)(C)C)=[CH:27][C:26]=1[O:37][C:38]1[CH:43]=[CH:42][C:41]([CH2:44][CH3:45])=[CH:40][CH:39]=1)([CH3:24])([CH3:23])[CH3:22]. Given the product [C:21]([C:25]1[CH:30]=[CH:29][C:28]([C:31]#[CH:32])=[CH:27][C:26]=1[O:37][C:38]1[CH:43]=[CH:42][C:41]([CH2:44][CH3:45])=[CH:40][CH:39]=1)([CH3:23])([CH3:24])[CH3:22], predict the reactants needed to synthesize it. (3) Given the product [ClH:13].[Br:1][C:2]1[S:12][C:5]2[CH2:6][N:7]([CH3:11])[CH2:8][CH:9]([O:10][C:17]3[CH:16]=[CH:15][C:14]([Cl:13])=[C:19]([Cl:20])[CH:18]=3)[C:4]=2[CH:3]=1, predict the reactants needed to synthesize it. The reactants are: [Br:1][C:2]1[S:12][C:5]2[CH2:6][N:7]([CH3:11])[CH2:8][CH:9]([OH:10])[C:4]=2[CH:3]=1.[Cl:13][C:14]1[CH:15]=[C:16](F)[CH:17]=[CH:18][C:19]=1[Cl:20]. (4) Given the product [Br:30][CH2:8][C:7]1[C:2]([F:1])=[N:3][CH:4]=[CH:5][CH:6]=1, predict the reactants needed to synthesize it. The reactants are: [F:1][C:2]1[C:7]([CH2:8]O)=[CH:6][CH:5]=[CH:4][N:3]=1.C1(P(C2C=CC=CC=2)C2C=CC=CC=2)C=CC=CC=1.C(Br)(Br)(Br)[Br:30]. (5) Given the product [F:33][CH:31]([F:32])[C:27]1[CH:26]=[C:25]([N:4]2[C:5]3[CH2:6][CH2:7][CH2:8][C:9](=[O:24])[C:10]=3[CH:11]([C:12]3[CH:19]=[CH:18][C:15]([C:16]#[N:17])=[CH:14][C:13]=3[S:20]([CH3:23])(=[O:22])=[O:21])[N:2]([CH3:1])[C:3]2=[O:35])[CH:30]=[CH:29][CH:28]=1, predict the reactants needed to synthesize it. The reactants are: [CH3:1][N:2]1[C@H:11]([C:12]2[CH:19]=[CH:18][C:15]([C:16]#[N:17])=[CH:14][C:13]=2[S:20]([CH3:23])(=[O:22])=[O:21])[C:10]2[C:9](=[O:24])[CH2:8][CH2:7][CH2:6][C:5]=2[N:4]([C:25]2[CH:30]=[CH:29][CH:28]=[C:27]([C:31](F)([F:33])[F:32])[CH:26]=2)[C:3]1=[O:35].FC(F)C1C=C(N2C3CCCC(=O)C=3C(C3C=CC(C#N)=CC=3S(C)(=O)=O)NC2=O)C=CC=1. (6) Given the product [CH3:1][C@@H:2]1[N:6]([C:7]([O:9][C:10]([CH3:13])([CH3:12])[CH3:11])=[O:8])[C@H:5]([C:14]([O:16][CH2:17][C:18]([C:20]2[CH:21]=[CH:22][C:23]3[C:32]4[CH:31]=[C:30]5[CH2:33][CH2:34][CH:35]([O:57][C:55]([C@@H:48]6[CH2:49][CH2:50][C@H:51]([CH3:58])[N:47]6[C:45]([O:44][C:40]([CH3:41])([CH3:42])[CH3:43])=[O:46])=[O:56])[C:36](=[O:37])[C:29]5=[CH:28][C:27]=4[O:26][CH2:25][C:24]=3[CH:39]=2)=[O:19])=[O:15])[CH2:4][CH2:3]1, predict the reactants needed to synthesize it. The reactants are: [CH3:1][C@@H:2]1[N:6]([C:7]([O:9][C:10]([CH3:13])([CH3:12])[CH3:11])=[O:8])[C@H:5]([C:14]([O:16][CH2:17][C:18]([C:20]2[CH:21]=[CH:22][C:23]3[C:32]4[CH:31]=[C:30]5[CH2:33][CH2:34][CH:35](Br)[C:36](=[O:37])[C:29]5=[CH:28][C:27]=4[O:26][CH2:25][C:24]=3[CH:39]=2)=[O:19])=[O:15])[CH2:4][CH2:3]1.[C:40]([O:44][C:45]([N:47]1[CH2:51][C@@H:50](COC)[CH2:49][C@H:48]1[C:55]([OH:57])=[O:56])=[O:46])([CH3:43])([CH3:42])[CH3:41].[C:58]([O-])([O-])=O.[Cs+].[Cs+]. (7) The reactants are: [CH3:1][C:2]1[N:7]=[C:6]([C:8]([O:10]C)=[O:9])[C:5]([C:12]2[S:13][CH:14]=[CH:15][N:16]=2)=[CH:4][CH:3]=1.[OH-].[Li+:18]. Given the product [CH3:1][C:2]1[N:7]=[C:6]([C:8]([O-:10])=[O:9])[C:5]([C:12]2[S:13][CH:14]=[CH:15][N:16]=2)=[CH:4][CH:3]=1.[Li+:18], predict the reactants needed to synthesize it.